Dataset: Reaction yield outcomes from USPTO patents with 853,638 reactions. Task: Predict the reaction yield, written as a fraction of the theoretical maximum amount of product (1.0 means a 100% yield; for example, 0.34 means a 34% yield). (1) The reactants are C([O:8][C:9]1[CH:14]=[CH:13][C:12]([C@H:15]2[CH2:20][CH2:19][NH:18][CH2:17][C@H:16]2[F:21])=[CH:11][CH:10]=1)C1C=CC=CC=1. The catalyst is CC(O)C.[Pd]. The product is [F:21][C@H:16]1[C@@H:15]([C:12]2[CH:13]=[CH:14][C:9]([OH:8])=[CH:10][CH:11]=2)[CH2:20][CH2:19][NH:18][CH2:17]1. The yield is 0.940. (2) The reactants are [NH2:1][C@H:2]1[C:11]2[C:6](=[CH:7][CH:8]=[C:9]([S:12]([CH3:15])(=[O:14])=[O:13])[CH:10]=2)[N:5]([C:16](=[O:18])[CH3:17])[C@@H:4]([CH:19]2[CH2:21][CH2:20]2)[C@@H:3]1[CH3:22].C[N:24]([C:26]1[C:31]([C:32]2[C:37](P(C3CCCCC3)C3CCCCC3)=[CH:36]C=CC=2)=CC=C[CH:27]=1)C.BrC1C=CC=C(C)N=1.CC(C)([O-])C.[Na+]. The catalyst is O1CCOCC1.CO.C1C=CC(/C=C/C(/C=C/C2C=CC=CC=2)=O)=CC=1.C1C=CC(/C=C/C(/C=C/C2C=CC=CC=2)=O)=CC=1.C1C=CC(/C=C/C(/C=C/C2C=CC=CC=2)=O)=CC=1.[Pd].[Pd]. The product is [CH:19]1([C@H:4]2[C@H:3]([CH3:22])[C@@H:2]([NH:1][C:36]3[CH:37]=[CH:32][CH:31]=[C:26]([CH3:27])[N:24]=3)[C:11]3[C:6](=[CH:7][CH:8]=[C:9]([S:12]([CH3:15])(=[O:14])=[O:13])[CH:10]=3)[N:5]2[C:16](=[O:18])[CH3:17])[CH2:21][CH2:20]1. The yield is 0.160. (3) The reactants are [NH2:1][CH2:2][C:3]1[CH:8]=[CH:7][C:6]([C:9]([NH:11][C:12]2[CH:17]=[CH:16][CH:15]=[CH:14][C:13]=2[C:18](=[O:27])[NH:19][C:20]2[CH:25]=[CH:24][C:23]([Cl:26])=[CH:22][N:21]=2)=[O:10])=[CH:5][CH:4]=1.I.CS[C:31]1[NH:32][CH2:33][CH2:34][N:35]=1.C(N(CC)CC)C. The catalyst is CN(C=O)C. The product is [Cl:26][C:23]1[CH:24]=[CH:25][C:20]([NH:19][C:18]([C:13]2[CH:14]=[CH:15][CH:16]=[CH:17][C:12]=2[NH:11][C:9]([C:6]2[CH:5]=[CH:4][C:3]([CH2:2][NH:1][C:31]3[NH:35][CH2:34][CH2:33][N:32]=3)=[CH:8][CH:7]=2)=[O:10])=[O:27])=[N:21][CH:22]=1. The yield is 0.150. (4) The reactants are C(OC(=O)[NH:7][CH2:8][C:9]#[C:10][C:11]1[CH:12]=[N:13][C:14]([NH2:29])=[C:15]([O:17][CH:18]([C:20]2[C:25]([Cl:26])=[CH:24][CH:23]=[C:22]([F:27])[C:21]=2[Cl:28])[CH3:19])[CH:16]=1)(C)(C)C. The catalyst is C(O)(C(F)(F)F)=O.ClCCl. The product is [NH2:7][CH2:8][C:9]#[C:10][C:11]1[CH:16]=[C:15]([O:17][CH:18]([C:20]2[C:25]([Cl:26])=[CH:24][CH:23]=[C:22]([F:27])[C:21]=2[Cl:28])[CH3:19])[C:14]([NH2:29])=[N:13][CH:12]=1. The yield is 0.930. (5) The reactants are [Cl:1][C:2]1[S:6][C:5]([C:7]2[N:11]([C:12]3[CH:17]=[CH:16][C:15]([Cl:18])=[CH:14][C:13]=3[Cl:19])[N:10]=[C:9]([C:20](Cl)=[O:21])[C:8]=2[CH3:23])=[CH:4][CH:3]=1.[N:24]1([C:31](=[O:33])[CH3:32])[CH2:30][CH2:29][CH2:28][CH2:27][CH2:26][CH2:25]1.C[Si]([N-][Si](C)(C)C)(C)C.[Li+]. No catalyst specified. The product is [N:24]1([C:31](=[O:33])[CH2:32][C:20]([C:9]2[C:8]([CH3:23])=[C:7]([C:5]3[S:6][C:2]([Cl:1])=[CH:3][CH:4]=3)[N:11]([C:12]3[CH:17]=[CH:16][C:15]([Cl:18])=[CH:14][C:13]=3[Cl:19])[N:10]=2)=[O:21])[CH2:30][CH2:29][CH2:28][CH2:27][CH2:26][CH2:25]1. The yield is 0.820.